Dataset: Full USPTO retrosynthesis dataset with 1.9M reactions from patents (1976-2016). Task: Predict the reactants needed to synthesize the given product. Given the product [CH2:1]([O:3][C:4](=[O:13])[C:5](=[N:10][O:11][CH3:12])[CH:6]([C:7](=[O:9])[CH3:8])[CH2:21][CH:22]([CH3:24])[CH3:23])[CH3:2], predict the reactants needed to synthesize it. The reactants are: [CH2:1]([O:3][C:4](=[O:13])[C:5](=[N:10][O:11][CH3:12])[CH2:6][C:7](=[O:9])[CH3:8])[CH3:2].C(=O)([O-])[O-].[K+].[K+].I[CH2:21][CH:22]([CH3:24])[CH3:23].Cl.